From a dataset of Catalyst prediction with 721,799 reactions and 888 catalyst types from USPTO. Predict which catalyst facilitates the given reaction. (1) Reactant: [CH3:1][Mg]Br.[Cl:4][C:5]1[CH:10]=[CH:9][CH:8]=[C:7]([Cl:11])[C:6]=1[N:12]1[C:21]2[C:16](=[C:17]([C:24]3[CH:29]=[CH:28][C:27]([F:30])=[CH:26][C:25]=3[Cl:31])[CH:18]=[C:19]([O:22][CH3:23])[CH:20]=2)[CH:15]=[N:14][C:13]1=[O:32]. Product: [Cl:4][C:5]1[CH:10]=[CH:9][CH:8]=[C:7]([Cl:11])[C:6]=1[N:12]1[C:21]2[C:16](=[C:17]([C:24]3[CH:29]=[CH:28][C:27]([F:30])=[CH:26][C:25]=3[Cl:31])[CH:18]=[C:19]([O:22][CH3:23])[CH:20]=2)[CH2:15][N:14]([CH3:1])[C:13]1=[O:32]. The catalyst class is: 1. (2) Reactant: [CH3:1][O:2][C:3](=[O:25])[CH2:4][C:5]1[CH:10]=[C:9]([Br:11])[C:8]([O:12][C:13]2[CH:18]=[CH:17][C:16]([O:19][CH3:20])=[C:15]([CH:21]([CH3:23])[CH3:22])[CH:14]=2)=[C:7]([Br:24])[CH:6]=1.[C:26](Cl)(=[O:33])[C:27]1[CH:32]=[CH:31][CH:30]=[CH:29][CH:28]=1. Product: [CH3:1][O:2][C:3](=[O:25])[CH2:4][C:5]1[CH:10]=[C:9]([Br:11])[C:8]([O:12][C:13]2[CH:14]=[C:15]([CH:21]([CH3:23])[CH3:22])[C:16]([O:19][CH3:20])=[CH:17][C:18]=2[C:26](=[O:33])[C:27]2[CH:32]=[CH:31][CH:30]=[CH:29][CH:28]=2)=[C:7]([Br:24])[CH:6]=1. The catalyst class is: 388.